From a dataset of Full USPTO retrosynthesis dataset with 1.9M reactions from patents (1976-2016). Predict the reactants needed to synthesize the given product. (1) Given the product [NH2:21][CH:7]([C:5]1[S:6][C:2]([Br:1])=[CH:3][N:4]=1)[C@H:9]1[CH2:14][CH2:13][C@H:12]([C:15]([O:17][CH2:18][CH3:19])=[O:16])[CH2:11][CH2:10]1, predict the reactants needed to synthesize it. The reactants are: [Br:1][C:2]1[S:6][C:5]([C:7]([C@H:9]2[CH2:14][CH2:13][C@H:12]([C:15]([O:17][CH2:18][CH3:19])=[O:16])[CH2:11][CH2:10]2)=O)=[N:4][CH:3]=1.C([BH3-])#[N:21].[Na+].C([O-])(=O)C.[NH4+].C1COCC1. (2) Given the product [O:23]([C:30]1[CH:31]=[CH:32][C:33]([CH2:34][NH:35][C:4](=[O:6])[C:3]2[CH:7]=[CH:8][C:9]([Cl:11])=[N:10][C:2]=2[Cl:1])=[CH:36][CH:37]=1)[C:24]1[CH:29]=[CH:28][CH:27]=[CH:26][CH:25]=1, predict the reactants needed to synthesize it. The reactants are: [Cl:1][C:2]1[N:10]=[C:9]([Cl:11])[CH:8]=[CH:7][C:3]=1[C:4]([OH:6])=O.CCN=C=NCCCN(C)C.[O:23]([C:30]1[CH:37]=[CH:36][C:33]([CH2:34][NH2:35])=[CH:32][CH:31]=1)[C:24]1[CH:29]=[CH:28][CH:27]=[CH:26][CH:25]=1.CN(C=O)C.